Dataset: Forward reaction prediction with 1.9M reactions from USPTO patents (1976-2016). Task: Predict the product of the given reaction. (1) Given the reactants [C:1]([NH:9][CH2:10][C:11]1[N:12]=[C:13]([N:16]2[CH2:19][CH:18](OS(C)(=O)=O)[CH2:17]2)[S:14][CH:15]=1)(=[O:8])[C:2]1[CH:7]=[CH:6][CH:5]=[CH:4][CH:3]=1.[C:25]([O-:28])(=[S:27])[CH3:26].[K+].C(OCC)(=O)C, predict the reaction product. The product is: [C:25]([S:27][CH:18]1[CH2:17][N:16]([C:13]2[S:14][CH:15]=[C:11]([CH2:10][NH:9][C:1](=[O:8])[C:2]3[CH:3]=[CH:4][CH:5]=[CH:6][CH:7]=3)[N:12]=2)[CH2:19]1)(=[O:28])[CH3:26]. (2) Given the reactants [Br:1][C:2]1[CH:3]=[C:4]2[C:8](=[CH:9][CH:10]=1)[NH:7][CH2:6][CH2:5]2.Cl.Cl[CH2:13][CH2:14][N:15]1[CH2:19][CH2:18][CH2:17][CH2:16]1.C(N(C(C)C)C(C)C)C, predict the reaction product. The product is: [Br:1][C:2]1[CH:3]=[C:4]2[C:8](=[CH:9][CH:10]=1)[N:7]([CH2:13][CH2:14][N:15]1[CH2:19][CH2:18][CH2:17][CH2:16]1)[CH2:6][CH2:5]2. (3) Given the reactants [CH3:1][Si](Cl)(C)C.[I:6][C:7]1[CH:8]=[C:9]([CH:12]=[CH:13][CH:14]=1)[CH:10]=O.[CH:15]([NH2:17])=[O:16].[C:18]1(C)[C:19]([S:24]([OH:26])=[O:25])=[CH:20][CH:21]=[CH:22][CH:23]=1, predict the reaction product. The product is: [I:6][C:7]1[CH:8]=[C:9]([CH:10]([NH:17][CH:15]=[O:16])[S:24]([C:19]2[CH:18]=[CH:23][C:22]([CH3:1])=[CH:21][CH:20]=2)(=[O:25])=[O:26])[CH:12]=[CH:13][CH:14]=1. (4) Given the reactants [CH2:1]([O:3][C@@H:4]([CH2:9][C:10]1[CH:15]=[CH:14][C:13]([C:16]2[N:17]([CH3:33])[N:18]=[C:19]([N:21]([CH3:32])[C:22]([NH:24][CH2:25][CH2:26][CH2:27][CH2:28][CH2:29][CH2:30][CH3:31])=[O:23])[N:20]=2)=[CH:12][CH:11]=1)[C:5]([O:7]C)=[O:6])[CH3:2].[OH-].[Li+], predict the reaction product. The product is: [CH2:1]([O:3][C@@H:4]([CH2:9][C:10]1[CH:15]=[CH:14][C:13]([C:16]2[N:17]([CH3:33])[N:18]=[C:19]([N:21]([CH3:32])[C:22]([NH:24][CH2:25][CH2:26][CH2:27][CH2:28][CH2:29][CH2:30][CH3:31])=[O:23])[N:20]=2)=[CH:12][CH:11]=1)[C:5]([OH:7])=[O:6])[CH3:2]. (5) Given the reactants C(N(CCCC)CCCC)CCC.[Cl:14][C:15]1[CH:20]=[CH:19][C:18]([S:21][C:22]2[C:30]3[C:29](=O)[CH2:28][CH2:27][CH2:26][C:25]=3[NH:24][C:23]=2[CH3:32])=[CH:17][CH:16]=1.Cl.[NH2:34][OH:35], predict the reaction product. The product is: [Cl:14][C:15]1[CH:20]=[CH:19][C:18]([S:21][C:22]2[C:30]3[C:29](=[N:34][OH:35])[CH2:28][CH2:27][CH2:26][C:25]=3[NH:24][C:23]=2[CH3:32])=[CH:17][CH:16]=1. (6) Given the reactants [CH3:1][C:2]1[CH:36]=[C:35]([CH3:37])[CH:34]=[CH:33][C:3]=1[CH2:4][O:5][C:6]1[C:11]([CH3:12])=[CH:10][CH:9]=[CH:8][C:7]=1[C:13]1[N:18]=[C:17]([N:19]2[C:23]([C:24]([F:27])([F:26])[F:25])=[C:22]([C:28]([O:30]CC)=[O:29])[CH:21]=[N:20]2)[CH:16]=[CH:15][CH:14]=1.[OH-:38].[Li+].Cl.[O:41]1CCOCC1, predict the reaction product. The product is: [C:23]([OH:41])([C:24]([F:27])([F:26])[F:25])=[O:38].[CH3:1][C:2]1[CH:36]=[C:35]([CH3:37])[CH:34]=[CH:33][C:3]=1[CH2:4][O:5][C:6]1[C:11]([CH3:12])=[CH:10][CH:9]=[CH:8][C:7]=1[C:13]1[N:18]=[C:17]([N:19]2[C:23]([C:24]([F:25])([F:26])[F:27])=[C:22]([C:28]([OH:30])=[O:29])[CH:21]=[N:20]2)[CH:16]=[CH:15][CH:14]=1. (7) Given the reactants [NH2:1][C:2]1[N:7]=[CH:6][N:5]=[C:4]([CH2:8][C:9]2[CH:14]=[CH:13][C:12]([NH:15]C(NC3C=CC(CC)=CC=3)=O)=[CH:11][CH:10]=2)[CH:3]=1.[F:27][C:28]([F:39])([F:38])[C:29]1[CH:34]=[CH:33][CH:32]=[C:31]([N:35]=[C:36]=[O:37])[CH:30]=1, predict the reaction product. The product is: [NH2:1][C:2]1[N:7]=[CH:6][N:5]=[C:4]([CH2:8][C:9]2[CH:14]=[CH:13][C:12]([NH:15][C:36]([NH:35][C:31]3[CH:32]=[CH:33][CH:34]=[C:29]([C:28]([F:38])([F:39])[F:27])[CH:30]=3)=[O:37])=[CH:11][CH:10]=2)[CH:3]=1.